Task: Predict the reactants needed to synthesize the given product.. Dataset: Full USPTO retrosynthesis dataset with 1.9M reactions from patents (1976-2016) (1) Given the product [Cl:23][C:8]1[C:9]2[N:10]([CH:13]=[N:14][C:15]=2[C:16]([F:19])([F:18])[F:17])[C:11]2[C:6]([N:7]=1)=[CH:5][CH:4]=[C:3]([O:2][CH3:1])[N:12]=2, predict the reactants needed to synthesize it. The reactants are: [CH3:1][O:2][C:3]1[N:12]=[C:11]2[C:6]([NH:7][C:8](=O)[C:9]3[N:10]2[CH:13]=[N:14][C:15]=3[C:16]([F:19])([F:18])[F:17])=[CH:5][CH:4]=1.O=P(Cl)(Cl)[Cl:23]. (2) The reactants are: N#N.Br[C:4]1[N:5]=[C:6]([CH:14]2[CH2:17][CH2:16][CH2:15]2)[N:7]2[CH:12]=[CH:11][N:10]=[C:9]([NH2:13])[C:8]=12.[N:18]1[CH:23]=[CH:22][C:21]([C:24]2[CH:33]=[CH:32][C:31]3[C:26](=[CH:27][C:28](B4OC(C)(C)C(C)(C)O4)=[CH:29][CH:30]=3)[N:25]=2)=[CH:20][CH:19]=1.C([O-])([O-])=O.[Na+].[Na+]. Given the product [CH:14]1([C:6]2[N:7]3[CH:12]=[CH:11][N:10]=[C:9]([NH2:13])[C:8]3=[C:4]([C:28]3[CH:27]=[C:26]4[C:31]([CH:32]=[CH:33][C:24]([C:21]5[CH:22]=[CH:23][N:18]=[CH:19][CH:20]=5)=[N:25]4)=[CH:30][CH:29]=3)[N:5]=2)[CH2:17][CH2:16][CH2:15]1, predict the reactants needed to synthesize it. (3) Given the product [O:19]1[C:20]2[CH:26]=[CH:25][CH:24]=[CH:23][C:21]=2[CH:22]=[C:18]1[S:15]([NH:14][C:8]1[CH:9]=[C:10]([Cl:13])[CH:11]=[CH:12][C:7]=1[S:6][CH2:5][C:4]1[CH:3]=[C:2]([NH:1][C:30](=[O:32])[CH3:31])[CH:29]=[CH:28][CH:27]=1)(=[O:17])=[O:16], predict the reactants needed to synthesize it. The reactants are: [NH2:1][C:2]1[CH:3]=[C:4]([CH:27]=[CH:28][CH:29]=1)[CH2:5][S:6][C:7]1[CH:12]=[CH:11][C:10]([Cl:13])=[CH:9][C:8]=1[NH:14][S:15]([C:18]1[O:19][C:20]2[CH:26]=[CH:25][CH:24]=[CH:23][C:21]=2[CH:22]=1)(=[O:17])=[O:16].[C:30](Cl)(=[O:32])[CH3:31].N1C=CC=CC=1. (4) Given the product [CH2:29]([S:31]([NH:1][C:2]1[CH:7]=[CH:6][C:5]([C:8]2[N:13]3[N:14]=[C:15]([NH:17][C:18]([CH:20]4[CH2:21][CH2:22]4)=[O:19])[N:16]=[C:12]3[CH:11]=[CH:10][CH:9]=2)=[CH:4][CH:3]=1)(=[O:33])=[O:32])[CH3:30], predict the reactants needed to synthesize it. The reactants are: [NH2:1][C:2]1[CH:7]=[CH:6][C:5]([C:8]2[N:13]3[N:14]=[C:15]([NH:17][C:18]([CH:20]4[CH2:22][CH2:21]4)=[O:19])[N:16]=[C:12]3[CH:11]=[CH:10][CH:9]=2)=[CH:4][CH:3]=1.N1C=CC=CC=1.[CH2:29]([S:31](Cl)(=[O:33])=[O:32])[CH3:30]. (5) Given the product [NH2:3][C:2]1[N:1]=[C:37]([NH:36][C:33]2[CH:34]=[CH:35][C:30]([S:29][CH3:28])=[CH:31][CH:32]=2)[S:38][C:40]=1[C:41](=[O:42])[C:43]1[C:48]([Cl:49])=[CH:47][CH:46]=[CH:45][C:44]=1[Cl:50], predict the reactants needed to synthesize it. The reactants are: [NH2:1][C:2]1[N:3]=C(NC2C=CC(S(F)(=O)=O)=CC=2)SC=1C(=O)C1C(F)=CC=CC=1F.[CH3:28][S:29][C:30]1[CH:35]=[CH:34][C:33]([N:36]=[C:37]=[S:38])=[CH:32][CH:31]=1.Br[CH2:40][C:41]([C:43]1[C:48]([Cl:49])=[CH:47][CH:46]=[CH:45][C:44]=1[Cl:50])=[O:42]. (6) Given the product [Cl:3][C:18]([CH3:19])=[C:17]([C:11]1[CH:16]=[CH:15][CH:14]=[CH:13][CH:12]=1)[CH:9]=[O:10], predict the reactants needed to synthesize it. The reactants are: O=P(Cl)(Cl)[Cl:3].CN([CH:9]=[O:10])C.[C:11]1([CH2:17][C:18](=O)[CH3:19])[CH:16]=[CH:15][CH:14]=[CH:13][CH:12]=1.C([O-])(=O)C.[Na+]. (7) The reactants are: [O:1]=[C:2]1[CH2:7][O:6][C:5]2[CH:8]=[CH:9][C:10]([O:12][CH2:13][CH2:14][CH2:15][CH:16]=O)=[N:11][C:4]=2[NH:3]1.[Cl:18][C:19]1[C:24]([Cl:25])=[CH:23][CH:22]=[CH:21][C:20]=1[N:26]1[CH2:31][CH2:30][NH:29][CH2:28][CH2:27]1.[BH-](OC(C)=O)(OC(C)=O)OC(C)=O.[Na+].CCOCC. Given the product [Cl:18][C:19]1[C:24]([Cl:25])=[CH:23][CH:22]=[CH:21][C:20]=1[N:26]1[CH2:31][CH2:30][N:29]([CH2:16][CH2:15][CH2:14][CH2:13][O:12][C:10]2[CH:9]=[CH:8][C:5]3[O:6][CH2:7][C:2](=[O:1])[NH:3][C:4]=3[N:11]=2)[CH2:28][CH2:27]1, predict the reactants needed to synthesize it. (8) Given the product [Br:1][C:2]1[CH:7]=[CH:6][C:5]([NH2:8])=[CH:4][C:3]=1[O:11][CH3:12], predict the reactants needed to synthesize it. The reactants are: [Br:1][C:2]1[CH:7]=[CH:6][C:5]([N+:8]([O-])=O)=[CH:4][C:3]=1[O:11][CH3:12].C(O)(=O)C.